From a dataset of Reaction yield outcomes from USPTO patents with 853,638 reactions. Predict the reaction yield, written as a fraction of the theoretical maximum amount of product (1.0 means a 100% yield; for example, 0.34 means a 34% yield). (1) The reactants are [NH:1]1[C:9]2[C:4](=[CH:5][CH:6]=[CH:7][CH:8]=2)[C:3](/[CH:10]=[CH:11]/[C:12]2[CH:20]=[CH:19][C:15]([C:16]([OH:18])=O)=[CH:14][CH:13]=2)=[N:2]1.CN1CCOCC1.Cl.C(N=C=NCCCN(C)C)C.O.ON1C2C=CC=CC=2N=N1.[N:51]1([CH2:57][C:58]([N:60]2[CH2:64][CH2:63][CH2:62][CH2:61]2)=[O:59])[CH2:56][CH2:55][NH:54][CH2:53][CH2:52]1. No catalyst specified. The product is [NH:1]1[C:9]2[C:4](=[CH:5][CH:6]=[CH:7][CH:8]=2)[C:3](/[CH:10]=[CH:11]/[C:12]2[CH:13]=[CH:14][C:15]([C:16]([N:54]3[CH2:53][CH2:52][N:51]([CH2:57][C:58](=[O:59])[N:60]4[CH2:61][CH2:62][CH2:63][CH2:64]4)[CH2:56][CH2:55]3)=[O:18])=[CH:19][CH:20]=2)=[N:2]1. The yield is 0.600. (2) The reactants are [CH3:1][O:2][C:3]1[CH:4]=[C:5]([NH:11][C:12]2[C:13]3[N:30]=[CH:29][S:28][C:14]=3[N:15]=[C:16]([N:18]3[CH2:23][CH2:22][CH:21]([C:24]([O:26]C)=[O:25])[CH2:20][CH2:19]3)[N:17]=2)[CH:6]=[CH:7][C:8]=1[O:9][CH3:10].[OH-].[Na+]. The catalyst is O1CCOCC1.O. The product is [CH3:1][O:2][C:3]1[CH:4]=[C:5]([NH:11][C:12]2[C:13]3[N:30]=[CH:29][S:28][C:14]=3[N:15]=[C:16]([N:18]3[CH2:23][CH2:22][CH:21]([C:24]([OH:26])=[O:25])[CH2:20][CH2:19]3)[N:17]=2)[CH:6]=[CH:7][C:8]=1[O:9][CH3:10]. The yield is 0.900. (3) The reactants are [CH3:1][O:2][C:3]1[C:12]2[CH2:13][N:14]([CH2:17][C:18]3[CH:23]=[CH:22][C:21]([C:24]([F:27])([F:26])[F:25])=[CH:20][CH:19]=3)[C:15](=[O:16])[C:11]=2[C:10]([O:28]CC2C=CC(OC)=CC=2)=[C:9]2[C:4]=1[CH:5]=[CH:6][CH:7]=[N:8]2.C([SiH](CC)CC)C.FC(F)(F)C(O)=O. The catalyst is ClCCl. The product is [OH:28][C:10]1[C:11]2[C:15](=[O:16])[N:14]([CH2:17][C:18]3[CH:23]=[CH:22][C:21]([C:24]([F:27])([F:26])[F:25])=[CH:20][CH:19]=3)[CH2:13][C:12]=2[C:3]([O:2][CH3:1])=[C:4]2[C:9]=1[N:8]=[CH:7][CH:6]=[CH:5]2. The yield is 0.540. (4) The reactants are [NH:1]1[CH2:6][CH2:5][CH2:4][CH:3]([C:7]2[C:11]3=[C:12]4[CH:18]=[CH:17][NH:16][C:13]4=[N:14][CH:15]=[C:10]3[NH:9][N:8]=2)[CH2:2]1.Cl[C:20]1[CH:25]=[CH:24][C:23]([C:26]([F:29])([F:28])[F:27])=[CH:22][N:21]=1.CCN(C(C)C)C(C)C. The catalyst is CCO. The product is [F:27][C:26]([F:29])([F:28])[C:23]1[CH:24]=[CH:25][C:20]([N:1]2[CH2:6][CH2:5][CH2:4][CH:3]([C:7]3[C:11]4=[C:12]5[CH:18]=[CH:17][NH:16][C:13]5=[N:14][CH:15]=[C:10]4[NH:9][N:8]=3)[CH2:2]2)=[N:21][CH:22]=1. The yield is 0.240. (5) The reactants are [F:1][C:2]1[CH:7]=[CH:6][CH:5]=[C:4]([F:8])[C:3]=1[C:9]1[NH:13][CH:12]=[C:11]([C:14](OCC)=[O:15])[CH:10]=1.[H-].C([Al+]CC(C)C)C(C)C.O. The catalyst is O1CCCC1.C1(C)C=CC=CC=1.C(OCC)(=O)C.S([O-])([O-])(=O)=O.[Mg+2]. The product is [F:1][C:2]1[CH:7]=[CH:6][CH:5]=[C:4]([F:8])[C:3]=1[C:9]1[NH:13][CH:12]=[C:11]([CH2:14][OH:15])[CH:10]=1. The yield is 0.970. (6) The reactants are [CH3:1][S:2]([CH3:5])(=[O:4])=[O:3].[Li]CCCC.CN(P(N(C)C)(N(C)C)=O)C.[Br:22][C:23]1[CH:28]=[CH:27][C:26]([NH:29][C:30]2[C:31]([CH:40]=[O:41])=[CH:32][C:33]3[NH:37][CH:36]=[N:35][C:34]=3[C:38]=2[F:39])=[C:25]([Cl:42])[CH:24]=1. The catalyst is C1COCC1. The product is [Br:22][C:23]1[CH:28]=[CH:27][C:26]([NH:29][C:30]2[C:31]([CH:40]([OH:41])[CH2:1][S:2]([CH3:5])(=[O:4])=[O:3])=[CH:32][C:33]3[NH:37][CH:36]=[N:35][C:34]=3[C:38]=2[F:39])=[C:25]([Cl:42])[CH:24]=1. The yield is 0.960. (7) The reactants are [CH3:1][C:2](=[O:7])[CH2:3][C:4](=[O:6])[CH3:5].[CH3:8][O:9][C:10]1[CH:17]=[CH:16][C:13]([CH:14]=O)=[CH:12][CH:11]=1.B([O:19][CH2:20][CH2:21][CH2:22]C)([O:19][CH2:20][CH2:21][CH2:22]C)[O:19][CH2:20][CH2:21][CH2:22]C.[CH2:34](N)[CH2:35][CH2:36][CH3:37].Cl.[C:40](OCC)(=O)C. No catalyst specified. The product is [CH3:8][O:9][C:10]1[CH:17]=[CH:16][C:13]([CH:14]=[CH:1][C:2](=[O:7])[CH2:3][C:4](=[O:6])[CH:5]=[CH:37][C:36]2[CH:22]=[CH:21][C:20]([O:19][CH3:40])=[CH:34][CH:35]=2)=[CH:12][CH:11]=1. The yield is 0.840. (8) The reactants are [OH:1][C@H:2]([C:25]1[CH:26]=[N:27][CH:28]=[CH:29][CH:30]=1)[CH2:3][NH:4][C@H:5]([CH3:24])[CH2:6][C:7]1[C:15]2[C:10](=[C:11]([O:16][C@@H:17]([CH3:23])[C:18]([O:20]CC)=O)[CH:12]=[CH:13][CH:14]=2)[NH:9][CH:8]=1.Cl.C(=O)([O-])[O-].[K+].[K+]. The catalyst is C(#N)C. The product is [OH:1][C@H:2]([C:25]1[CH:26]=[N:27][CH:28]=[CH:29][CH:30]=1)[CH2:3][NH:4][C@H:5]([CH3:24])[CH2:6][C:7]1[C:15]2[C:10]3=[C:11]([O:16][C@@H:17]([CH3:23])[C:18](=[O:20])[N:9]3[CH:8]=1)[CH:12]=[CH:13][CH:14]=2. The yield is 0.850. (9) The reactants are [NH2:1][C:2]1[C:7]([F:8])=[C:6]([Cl:9])[N:5]=[C:4]([C:10]([O:12][CH:13](C)C)=[O:11])[CH:3]=1. The catalyst is CO.CC(C)[O-].[Ti+4].CC(C)[O-].CC(C)[O-].CC(C)[O-]. The product is [NH2:1][C:2]1[C:7]([F:8])=[C:6]([Cl:9])[N:5]=[C:4]([C:10]([O:12][CH3:13])=[O:11])[CH:3]=1. The yield is 0.970.